Task: Predict the product of the given reaction.. Dataset: Forward reaction prediction with 1.9M reactions from USPTO patents (1976-2016) (1) Given the reactants [Cl:1][C:2]1[C:7]([C:8]#[N:9])=[C:6]([Cl:10])[N:5]=[CH:4][C:3]=1[CH2:11][N:12]([C:16]1[C:21]([F:22])=[C:20]([O:23][CH3:24])[CH:19]=[C:18]([O:25][CH3:26])[C:17]=1[F:27])[C:13](Cl)=[O:14].[CH:28]1([CH2:31][NH2:32])[CH2:30][CH2:29]1.C(N(CC)C(C)C)(C)C, predict the reaction product. The product is: [CH:28]1([CH2:31][NH:32][C:13](=[O:14])[N:12]([CH2:11][C:3]2[CH:4]=[N:5][C:6]([Cl:10])=[C:7]([C:8]#[N:9])[C:2]=2[Cl:1])[C:16]2[C:17]([F:27])=[C:18]([O:25][CH3:26])[CH:19]=[C:20]([O:23][CH3:24])[C:21]=2[F:22])[CH2:30][CH2:29]1. (2) Given the reactants [CH:1]12[CH2:8][CH2:7][CH:4]([CH2:5][CH2:6]1)[CH2:3][N:2]2[C:9]1[CH:18]=[CH:17][C:16]2[C:11](=[CH:12][CH:13]=[C:14]([N+:19]([O-])=O)[CH:15]=2)[N:10]=1, predict the reaction product. The product is: [CH:1]12[CH2:6][CH2:5][CH:4]([CH2:7][CH2:8]1)[CH2:3][N:2]2[C:9]1[CH:18]=[CH:17][C:16]2[C:11](=[CH:12][CH:13]=[C:14]([NH2:19])[CH:15]=2)[N:10]=1. (3) Given the reactants [Cl:1][C:2]1[CH:7]=[C:6]([C:8]2[N:9]=[C:10]([N:18]3[CH2:21][CH:20]([C:22](O)=[O:23])[CH2:19]3)[C:11]3[C:16]([CH:17]=2)=[CH:15][N:14]=[CH:13][CH:12]=3)[CH:5]=[CH:4][N:3]=1.[CH:25]([NH2:28])([CH3:27])[CH3:26], predict the reaction product. The product is: [CH:25]([NH:28][C:22]([CH:20]1[CH2:19][N:18]([C:10]2[C:11]3[C:16](=[CH:15][N:14]=[CH:13][CH:12]=3)[CH:17]=[C:8]([C:6]3[CH:5]=[CH:4][N:3]=[C:2]([Cl:1])[CH:7]=3)[N:9]=2)[CH2:21]1)=[O:23])([CH3:27])[CH3:26]. (4) Given the reactants Cl[CH2:2][CH2:3][CH:4]=[C:5]([CH:9]1[CH2:11][CH2:10]1)[CH:6]1[CH2:8][CH2:7]1.C([O:14][C:15]([C:17]1[CH:22]=[CH:21][C:20]([C:23]2[CH:28]=[CH:27][C:26]([OH:29])=[CH:25][CH:24]=2)=[CH:19][CH:18]=1)=[O:16])C, predict the reaction product. The product is: [CH:6]1([C:5]([CH:9]2[CH2:11][CH2:10]2)=[CH:4][CH2:3][CH2:2][O:29][C:26]2[CH:25]=[CH:24][C:23]([C:20]3[CH:21]=[CH:22][C:17]([C:15]([OH:16])=[O:14])=[CH:18][CH:19]=3)=[CH:28][CH:27]=2)[CH2:8][CH2:7]1. (5) The product is: [Cl:1][C:2]1[CH:7]=[CH:6][C:5]([N:8]2[CH:29]=[N:15][C:14]3[C:9]2=[N:10][C:11]([NH:16][C:17]2[CH:18]=[N:19][N:20]([CH:22]4[CH2:23][CH2:24][O:25][CH2:26][CH2:27]4)[CH:21]=2)=[N:12][CH:13]=3)=[CH:4][C:3]=1[F:28]. Given the reactants [Cl:1][C:2]1[CH:7]=[CH:6][C:5]([NH:8][C:9]2[C:14]([NH2:15])=[CH:13][N:12]=[C:11]([NH:16][C:17]3[CH:18]=[N:19][N:20]([CH:22]4[CH2:27][CH2:26][O:25][CH2:24][CH2:23]4)[CH:21]=3)[N:10]=2)=[CH:4][C:3]=1[F:28].[CH:29](OC)(OC)OC, predict the reaction product. (6) The product is: [F:12][C:9]([F:10])([F:11])[C:7]1[CH:6]=[C:5]([C@H:13]2[O:17][C:16](=[O:18])[N:15]([CH2:19][C:20]3[CH:25]=[C:24]([C:26]([F:28])([F:29])[F:27])[CH:23]=[CH:22][C:21]=3[C:30]3[CH:31]=[C:32]([C:39]4[CH:44]=[CH:43][C:42]([C:45]([OH:47])=[O:46])=[CH:41][C:40]=4[F:49])[C:33]([F:38])=[CH:34][C:35]=3[O:36][CH3:37])[C@H:14]2[CH3:50])[CH:4]=[C:3]([C:2]([F:52])([F:51])[F:1])[CH:8]=1. Given the reactants [F:1][C:2]([F:52])([F:51])[C:3]1[CH:4]=[C:5]([C@H:13]2[O:17][C:16](=[O:18])[N:15]([CH2:19][C:20]3[CH:25]=[C:24]([C:26]([F:29])([F:28])[F:27])[CH:23]=[CH:22][C:21]=3[C:30]3[CH:31]=[C:32]([C:39]4[CH:44]=[CH:43][C:42]([C:45]([O:47]C)=[O:46])=[CH:41][C:40]=4[F:49])[C:33]([F:38])=[CH:34][C:35]=3[O:36][CH3:37])[C@H:14]2[CH3:50])[CH:6]=[C:7]([C:9]([F:12])([F:11])[F:10])[CH:8]=1.O.[OH-].[Li+].O, predict the reaction product. (7) Given the reactants [F:1][C:2]([F:34])([F:33])[CH2:3][CH2:4][CH:5]([C:22]1[CH:32]=[CH:31][C:25]([C:26]([O:28]CC)=[O:27])=[CH:24][CH:23]=1)[NH:6][C:7]1[CH:8]=[N:9][C:10]([N:13]2[CH:17]=[C:16]([C:18]([F:21])([F:20])[F:19])[CH:15]=[N:14]2)=[CH:11][CH:12]=1.[OH-].[Li+], predict the reaction product. The product is: [F:34][C:2]([F:1])([F:33])[CH2:3][CH2:4][CH:5]([C:22]1[CH:32]=[CH:31][C:25]([C:26]([OH:28])=[O:27])=[CH:24][CH:23]=1)[NH:6][C:7]1[CH:8]=[N:9][C:10]([N:13]2[CH:17]=[C:16]([C:18]([F:19])([F:20])[F:21])[CH:15]=[N:14]2)=[CH:11][CH:12]=1.